From a dataset of Forward reaction prediction with 1.9M reactions from USPTO patents (1976-2016). Predict the product of the given reaction. (1) Given the reactants [NH2:1][C:2]1[CH:25]=[CH:24][C:23]([Cl:26])=[CH:22][C:3]=1[C:4]([NH:6][C:7]1[CH:11]=[CH:10][N:9]([C:12]2[CH:17]=[CH:16][CH:15]=[C:14]([C:18]([F:21])([F:20])[F:19])[CH:13]=2)[N:8]=1)=[O:5].N1C=CC=CC=1.[CH3:33][N:34]([CH2:46][CH2:47][N:48]1[CH2:53][CH2:52][O:51][CH2:50][CH2:49]1)[C:35]([C:37]1[CH:38]=[C:39]([CH:43]=[CH:44][CH:45]=1)[C:40](Cl)=[O:41])=[O:36].[OH2:54], predict the reaction product. The product is: [F:19][C:18]([F:21])([F:20])[C:14]([OH:36])=[O:54].[Cl:26][C:23]1[CH:24]=[CH:25][C:2]([NH:1][C:40](=[O:41])[C:39]2[CH:43]=[CH:44][CH:45]=[C:37]([C:35]([N:34]([CH3:33])[CH2:46][CH2:47][N:48]3[CH2:49][CH2:50][O:51][CH2:52][CH2:53]3)=[O:36])[CH:38]=2)=[C:3]([C:4](=[O:5])[NH:6][C:7]2[CH:11]=[CH:10][N:9]([C:12]3[CH:17]=[CH:16][CH:15]=[C:14]([C:18]([F:20])([F:21])[F:19])[CH:13]=3)[N:8]=2)[CH:22]=1. (2) Given the reactants [CH3:1][N:2]([CH3:7])[CH2:3][C:4](O)=[O:5].Cl.C(N=C=NCCCN(C)C)C.ON1C2C=CC=CC=2N=N1.C(N(C(C)C)CC)(C)C.[NH:39]1[CH2:44][CH2:43][CH2:42][CH:41]([C:45]2[CH:50]=[CH:49][C:48]([C:51]3[O:52][C:53]4[C:59]([C:60]([NH2:62])=[O:61])=[CH:58][CH:57]=[CH:56][C:54]=4[N:55]=3)=[CH:47][CH:46]=2)[CH2:40]1, predict the reaction product. The product is: [CH3:1][N:2]([CH3:7])[CH2:3][C:4]([N:39]1[CH2:44][CH2:43][CH2:42][CH:41]([C:45]2[CH:50]=[CH:49][C:48]([C:51]3[O:52][C:53]4[C:59]([C:60]([NH2:62])=[O:61])=[CH:58][CH:57]=[CH:56][C:54]=4[N:55]=3)=[CH:47][CH:46]=2)[CH2:40]1)=[O:5].